Binary Classification. Given a miRNA mature sequence and a target amino acid sequence, predict their likelihood of interaction. From a dataset of Experimentally validated miRNA-target interactions with 360,000+ pairs, plus equal number of negative samples. (1) Result: 0 (no interaction). The protein sequence of the target gene is MYRFIIFFSLLALTASKVSEPEKDDEIAVKIPTKRSVSEPPKDDDIAVKIPMRKKRGIAIHPWQWESHLWPNAEVPYDIASHYTATERGIILSAMEAFRDVTCVRFRPRRSTDKHYLQINKHYQLERCFSYIGRQSSRWLFGTRDGKVETRMKLDPSCLLYNGRGTVMHELMHILGFYHEHQRDDRDRRIGGSASHYNFKIYQRAKSYYMGGYDANSIMHYNFGSVPWQKRDYFSPSDIRNINTLYKCNNRVVSKFPSTIPSTSTTTTKAPQFELFEKKQIESNSLFRRRRS. The miRNA is hsa-miR-5692b with sequence AAUAAUAUCACAGUAGGUGU. (2) The miRNA is dme-miR-12-5p with sequence UGAGUAUUACAUCAGGUACUGGU. The protein sequence of the target gene is MSWESGAGPGLGSQGMDLVWSAWYGKCVKGKGSLPLSAHGIVVAWLSRAEWDQVTVYLFCDDHKLQRYALNRITVWRSRSGNELPLAVASTADLIRCKLLDVTGGLGTDELRLLYGMALVRFVNLISERKTKFAKVPLKCLAQEVNIPDWIVDLRHELTHKKMPHINDCRRGCYFVLDWLQKTYWCRQLENSLRETWELEEFREGIEEEDQEEDKNIVVDDITEQKPEPQDDGKSTESDVKADGDSKGSEEVDSHCKKALSHKELYERARELLVSYEEEQFTVLEKFRYLPKAIKAWNNP.... Result: 0 (no interaction).